Dataset: Full USPTO retrosynthesis dataset with 1.9M reactions from patents (1976-2016). Task: Predict the reactants needed to synthesize the given product. The reactants are: [F:8][C:7]([F:10])([F:9])[C:6](O[C:6](=[O:11])[C:7]([F:10])([F:9])[F:8])=[O:11].[CH3:14][C:15](=[CH2:25])[CH2:16][O:17][C:18]1[CH:24]=[CH:23][CH:22]=[CH:21][C:19]=1[NH2:20].O.ClC1C=CC=C(C(OO)=[O:35])C=1. Given the product [F:10][C:7]([F:8])([F:9])[C:6]([NH:20][C:19]1[CH:21]=[CH:22][CH:23]=[CH:24][C:18]=1[O:17][CH2:16][C:15]1([CH3:14])[CH2:25][O:35]1)=[O:11], predict the reactants needed to synthesize it.